Dataset: Full USPTO retrosynthesis dataset with 1.9M reactions from patents (1976-2016). Task: Predict the reactants needed to synthesize the given product. (1) Given the product [F:41][C:42]1[CH:47]=[C:46]([O:40][CH:37]2[CH2:38][CH2:39][O:34][CH2:35][CH2:36]2)[CH:45]=[C:44]([F:49])[C:43]=1[C:50]1[N:55]=[C:54]([C:56]([O:58][CH3:59])=[O:57])[CH:53]=[CH:52][C:51]=1[F:60], predict the reactants needed to synthesize it. The reactants are: CC(OC(/N=N/C(OC(C)C)=O)=O)C.C1(P(C2C=CC=CC=2)C2C=CC=CC=2)C=CC=CC=1.[O:34]1[CH2:39][CH2:38][CH:37]([OH:40])[CH2:36][CH2:35]1.[F:41][C:42]1[CH:47]=[C:46](O)[CH:45]=[C:44]([F:49])[C:43]=1[C:50]1[N:55]=[C:54]([C:56]([O:58][CH3:59])=[O:57])[CH:53]=[CH:52][C:51]=1[F:60]. (2) Given the product [C:1]([P:5]([C:6]([CH3:9])([CH3:8])[CH3:7])[CH2:11][CH:12]=[CH:13][CH3:14])([CH3:4])([CH3:3])[CH3:2], predict the reactants needed to synthesize it. The reactants are: [C:1]([P:5](Cl)[C:6]([CH3:9])([CH3:8])[CH3:7])([CH3:4])([CH3:3])[CH3:2].[CH2:11](Cl)[CH:12]=[CH:13][CH3:14].[Mg].S(=O)(=O)(O)O. (3) Given the product [C:20]([O:10][CH2:9][C@@H:5]1[C:6]([OH:8])([CH3:7])[C@:2]([F:1])([CH3:19])[CH:3]([N:11]2[CH:16]=[CH:15][C:14](=[O:17])[NH:13][C:12]2=[O:18])[O:4]1)(=[O:24])[CH2:21][CH2:22][CH3:23], predict the reactants needed to synthesize it. The reactants are: [F:1][C:2]1([CH3:19])[C@@:6]([OH:8])([CH3:7])[CH:5]([CH2:9][OH:10])[O:4][C@H:3]1[N:11]1[CH:16]=[CH:15][C:14](=[O:17])[NH:13][C:12]1=[O:18].[C:20](Cl)(=[O:24])[CH2:21][CH2:22][CH3:23].O. (4) The reactants are: C(Cl)(=O)C(Cl)=O.CS(C)=O.[N:11]1[CH:16]=[CH:15][CH:14]=[CH:13][C:12]=1[N:17]1[C:21]([C:22]([F:25])([F:24])[F:23])=[C:20]([C:26]2[O:30][N:29]=[C:28]([C:31]3[CH:36]=[CH:35][C:34]([CH2:37][OH:38])=[CH:33][CH:32]=3)[N:27]=2)[CH:19]=[N:18]1.CCN(C(C)C)C(C)C. Given the product [N:11]1[CH:16]=[CH:15][CH:14]=[CH:13][C:12]=1[N:17]1[C:21]([C:22]([F:23])([F:24])[F:25])=[C:20]([C:26]2[O:30][N:29]=[C:28]([C:31]3[CH:32]=[CH:33][C:34]([CH:37]=[O:38])=[CH:35][CH:36]=3)[N:27]=2)[CH:19]=[N:18]1, predict the reactants needed to synthesize it. (5) Given the product [Cl:15][C:16]1[CH:17]=[CH:18][C:19]([C:22]2[CH:27]=[C:26]([C:28]([F:30])([F:29])[F:31])[N:25]=[C:24]([C:32]3[O:1][N:2]=[C:3]([C:4]4[CH:9]=[CH:8][C:7]([S:10]([NH2:11])(=[O:12])=[O:13])=[CH:6][CH:5]=4)[N:14]=3)[N:23]=2)=[CH:20][CH:21]=1, predict the reactants needed to synthesize it. The reactants are: [OH:1][NH:2][C:3](=[NH:14])[C:4]1[CH:9]=[CH:8][C:7]([S:10](=[O:13])(=[O:12])[NH2:11])=[CH:6][CH:5]=1.[Cl:15][C:16]1[CH:21]=[CH:20][C:19]([C:22]2[CH:27]=[C:26]([C:28]([F:31])([F:30])[F:29])[N:25]=[C:24]([C:32](O)=O)[N:23]=2)=[CH:18][CH:17]=1. (6) Given the product [C:37]([N:34]1[CH2:33][CH2:32][CH:31]([O:30][CH2:29][CH2:28][N:25]2[C:16]3[N:17]=[C:18]([NH:48][CH2:47][CH:44]4[CH2:46][CH2:45]4)[N:19]=[CH:20][C:15]=3[CH:14]=[C:13]([C:3]3[C:2]([Cl:1])=[C:7]([O:8][CH3:9])[CH:6]=[C:5]([O:10][CH3:11])[C:4]=3[Cl:12])[C:26]2=[O:27])[CH2:36][CH2:35]1)(=[O:39])[CH:49]=[CH2:50], predict the reactants needed to synthesize it. The reactants are: [Cl:1][C:2]1[C:7]([O:8][CH3:9])=[CH:6][C:5]([O:10][CH3:11])=[C:4]([Cl:12])[C:3]=1[C:13]1[C:26](=[O:27])[N:25]([CH2:28][CH2:29][O:30][CH:31]2[CH2:36][CH2:35][N:34]([C:37]([O:39]C(C)(C)C)=O)[CH2:33][CH2:32]2)[C:16]2[N:17]=[C:18](S(C)(=O)=O)[N:19]=[CH:20][C:15]=2[CH:14]=1.[CH:44]1([CH2:47][NH2:48])[CH2:46][CH2:45]1.[CH3:49][C:50](O)(C)C. (7) Given the product [Br:1][C:2]1[CH:3]=[C:4]2[C:10]([I:11])=[N:9][N:8]([CH2:19][O:18][CH2:17][CH2:16][Si:15]([CH3:22])([CH3:21])[CH3:14])[C:5]2=[N:6][CH:7]=1, predict the reactants needed to synthesize it. The reactants are: [Br:1][C:2]1[CH:3]=[C:4]2[C:10]([I:11])=[N:9][NH:8][C:5]2=[N:6][CH:7]=1.[H-].[Na+].[CH3:14][Si:15]([CH3:22])([CH3:21])[CH2:16][CH2:17][O:18][CH2:19]Cl. (8) Given the product [CH3:1][O:2][C:3]1[CH:4]=[CH:5][C:6]([CH:12]2[C:13]3[C:18](=[CH:17][CH:16]=[CH:15][CH:14]=3)[CH:10]([C:5]3[CH:6]=[CH:7][C:8]4[O:9][CH2:1][O:2][C:3]=4[CH:4]=3)[CH:11]2[C:20]([OH:22])=[O:21])=[CH:7][CH:8]=1, predict the reactants needed to synthesize it. The reactants are: [CH2:1]1[O:9][C:8]2[CH:7]=[CH:6][C:5]([C:10]3[C:18]4[C:13](=[CH:14][CH:15]=[CH:16][CH:17]=4)[C:12](=O)[C:11]=3[C:20]([O:22]CC)=[O:21])=[CH:4][C:3]=2[O:2]1. (9) The reactants are: [Cl:1][C:2]1[S:6][C:5]([S:7]([N:10]([CH2:16][CH3:17])[C:11](=[CH2:15])[C:12]([OH:14])=O)(=[O:9])=[O:8])=[CH:4][CH:3]=1.CCOC(OC(OCC)=O)=O.[N:29]1([C:34]2[CH:39]=[C:38]([CH2:40][NH2:41])[CH:37]=[C:36]([C:42]3[CH:47]=[CH:46][C:45]([C:48]([F:51])([F:50])[F:49])=[CH:44][CH:43]=3)[N:35]=2)[CH2:33][CH2:32][CH2:31][CH2:30]1. Given the product [Cl:1][C:2]1[S:6][C:5]([S:7]([N:10]([CH2:16][CH3:17])[C:11](=[CH2:15])[C:12]([NH:41][CH2:40][C:38]2[CH:37]=[C:36]([C:42]3[CH:43]=[CH:44][C:45]([C:48]([F:51])([F:49])[F:50])=[CH:46][CH:47]=3)[N:35]=[C:34]([N:29]3[CH2:30][CH2:31][CH2:32][CH2:33]3)[CH:39]=2)=[O:14])(=[O:8])=[O:9])=[CH:4][CH:3]=1, predict the reactants needed to synthesize it.